From a dataset of Reaction yield outcomes from USPTO patents with 853,638 reactions. Predict the reaction yield, written as a fraction of the theoretical maximum amount of product (1.0 means a 100% yield; for example, 0.34 means a 34% yield). (1) The reactants are [CH3:1][C@@H:2]1[N:13]([CH3:14])[C:12](=[O:15])[C@H:11]([CH2:16][C:17](O)=[O:18])[CH2:10][CH:9]=[CH:8][CH2:7][CH2:6][C:5](=[O:20])[O:4][C@@H:3]1[C:21]1[CH:26]=[CH:25][CH:24]=[CH:23][CH:22]=1.[CH3:27][N:28]1[CH2:33][CH2:32][CH:31]([CH2:34][NH2:35])[CH2:30][CH2:29]1.CO.C(Cl)Cl. The catalyst is CN(C=O)C. The product is [CH3:1][C@@H:2]1[N:13]([CH3:14])[C:12](=[O:15])[C@H:11]([CH2:16][C:17]([NH:35][CH2:34][CH:31]2[CH2:32][CH2:33][N:28]([CH3:27])[CH2:29][CH2:30]2)=[O:18])[CH2:10][CH:9]=[CH:8][CH2:7][CH2:6][C:5](=[O:20])[O:4][C@@H:3]1[C:21]1[CH:22]=[CH:23][CH:24]=[CH:25][CH:26]=1. The yield is 0.310. (2) The reactants are [Br:1][C:2]1[CH:13]=[CH:12][C:5]([CH2:6][CH:7]([C:10]#[N:11])[C:8]#[N:9])=[CH:4][CH:3]=1.[H-].[Na+].Br[CH2:17][CH2:18][F:19]. The catalyst is CN(C)C=O. The product is [Br:1][C:2]1[CH:3]=[CH:4][C:5]([CH2:6][C:7]([CH2:17][CH2:18][F:19])([C:8]#[N:9])[C:10]#[N:11])=[CH:12][CH:13]=1. The yield is 0.480. (3) The reactants are Br[C:2]1[CH:7]=[CH:6][C:5]([C:8]2[O:9][C:10]([CH3:22])=[C:11]([CH2:13][CH2:14][N:15]3[CH2:20][CH2:19][CH2:18][CH2:17][CH:16]3[CH3:21])[N:12]=2)=[CH:4][CH:3]=1.[N:23]1[CH:28]=[CH:27][C:26](B(O)O)=[CH:25][CH:24]=1.C([O-])([O-])=O.[Na+].[Na+]. The catalyst is O1CCOCC1. The product is [CH3:22][C:10]1[O:9][C:8]([C:5]2[CH:6]=[CH:7][C:2]([C:26]3[CH:27]=[CH:28][N:23]=[CH:24][CH:25]=3)=[CH:3][CH:4]=2)=[N:12][C:11]=1[CH2:13][CH2:14][N:15]1[CH2:20][CH2:19][CH2:18][CH2:17][CH:16]1[CH3:21]. The yield is 0.100. (4) The reactants are F[C:2]1[CH:7]=[CH:6][C:5]([N+:8]([O-:10])=[O:9])=[CH:4][CH:3]=1.[C:11]([NH2:15])([CH3:14])([CH3:13])[CH3:12].O. The catalyst is CS(C)=O. The yield is 0.730. The product is [C:11]([NH:15][C:2]1[CH:7]=[CH:6][C:5]([N+:8]([O-:10])=[O:9])=[CH:4][CH:3]=1)([CH3:14])([CH3:13])[CH3:12].